This data is from Catalyst prediction with 721,799 reactions and 888 catalyst types from USPTO. The task is: Predict which catalyst facilitates the given reaction. (1) Reactant: C(=O)([O-])[O-].[CH:5]1[C:10](N=C=S)=[CH:9][C:8]2[C:14]([O:16][C:17]3([C:27]4[CH:28]=[CH:29][C:30]([OH:32])=[CH:31][C:26]=4[O:25][C:19]4[CH:20]=[C:21]([OH:24])[CH:22]=[CH:23][C:18]3=4)[C:7]=2[CH:6]=1)=[O:15]. Product: [CH:5]1[CH:10]=[CH:9][C:8]([C:14]([OH:16])=[O:15])=[C:7]([C:17]2[C:18]3[CH:23]=[CH:22][C:21]([OH:24])=[CH:20][C:19]=3[O:25][C:26]3[C:27]=2[CH:28]=[CH:29][C:30]([CH:31]=3)=[O:32])[CH:6]=1. The catalyst class is: 374. (2) Reactant: [S:1]1[C:5]([CH:6]=[O:7])=[CH:4][CH:3]=[C:2]1[C:8]1[S:9][CH:10]=[CH:11][CH:12]=1.C(Cl)(Cl)Cl.[I:17]N1C(=O)CCC1=O. Product: [I:17][C:10]1[S:9][C:8]([C:2]2[S:1][C:5]([CH:6]=[O:7])=[CH:4][CH:3]=2)=[CH:12][CH:11]=1. The catalyst class is: 15. (3) Reactant: [Cl:1][C:2]1[CH:11]=[C:10]2[C:5]([C:6]([NH:12][CH2:13][CH2:14][CH2:15][CH2:16][CH2:17][CH2:18][CH2:19][CH2:20][CH2:21][CH2:22]CC)=[CH:7][CH:8]=[N:9]2)=[CH:4][CH:3]=1.C(N)CCCCCCCCC.ClC1C2C(=CC(Cl)=CC=2)N=CC=1. Product: [Cl:1][C:2]1[CH:11]=[C:10]2[C:5]([C:6]([NH:12][CH2:13][CH2:14][CH2:15][CH2:16][CH2:17][CH2:18][CH2:19][CH2:20][CH2:21][CH3:22])=[CH:7][CH:8]=[N:9]2)=[CH:4][CH:3]=1. The catalyst class is: 425. (4) Reactant: [F:1][C:2]1[CH:3]=[C:4](/[CH:16]=[C:17](\[CH3:30])/[CH2:18][N:19]2C(=O)C3C(=CC=CC=3)C2=O)[CH:5]=[C:6]([F:15])[C:7]=1[O:8][C:9]1[CH:14]=[CH:13][CH:12]=[CH:11][CH:10]=1.O.NN. Product: [F:1][C:2]1[CH:3]=[C:4](/[CH:16]=[C:17](\[CH3:30])/[CH2:18][NH2:19])[CH:5]=[C:6]([F:15])[C:7]=1[O:8][C:9]1[CH:14]=[CH:13][CH:12]=[CH:11][CH:10]=1. The catalyst class is: 5. (5) The catalyst class is: 36. Reactant: [NH2:1][C:2]1[CH:3]=[C:4]([C:8]2[C:16]([C:17]3[C:22]([F:23])=[CH:21][N:20]=[C:19]([NH:24][C:25]4[CH:34]=[C:33]5[C:28]([CH2:29][CH2:30][N:31]([CH3:35])[CH2:32]5)=[CH:27][CH:26]=4)[N:18]=3)=[C:11]3[CH:12]=[CH:13][CH:14]=[CH:15][N:10]3[N:9]=2)[CH:5]=[CH:6][CH:7]=1.[F:36][C:37]1[CH:45]=[CH:44][CH:43]=[C:42]([F:46])[C:38]=1[C:39](Cl)=[O:40]. Product: [F:36][C:37]1[CH:45]=[CH:44][CH:43]=[C:42]([F:46])[C:38]=1[C:39]([NH:1][C:2]1[CH:7]=[CH:6][CH:5]=[C:4]([C:8]2[C:16]([C:17]3[C:22]([F:23])=[CH:21][N:20]=[C:19]([NH:24][C:25]4[CH:34]=[C:33]5[C:28]([CH2:29][CH2:30][N:31]([CH3:35])[CH2:32]5)=[CH:27][CH:26]=4)[N:18]=3)=[C:11]3[CH:12]=[CH:13][CH:14]=[CH:15][N:10]3[N:9]=2)[CH:3]=1)=[O:40]. (6) Reactant: [NH2:1][C:2]1[CH:7]=[C:6]([CH3:8])[C:5]([Br:9])=[CH:4][N:3]=1.[CH3:10][C:11](=O)[CH2:12][CH2:13][C:14](=O)[CH3:15].O.C1(C)C=CC(S(O)(=O)=O)=CC=1. Product: [Br:9][C:5]1[C:6]([CH3:8])=[CH:7][C:2]([N:1]2[C:14]([CH3:15])=[CH:13][CH:12]=[C:11]2[CH3:10])=[N:3][CH:4]=1. The catalyst class is: 11.